From a dataset of NCI-60 drug combinations with 297,098 pairs across 59 cell lines. Regression. Given two drug SMILES strings and cell line genomic features, predict the synergy score measuring deviation from expected non-interaction effect. (1) Drug 1: CN(C)C1=NC(=NC(=N1)N(C)C)N(C)C. Drug 2: CC12CCC3C(C1CCC2O)C(CC4=C3C=CC(=C4)O)CCCCCCCCCS(=O)CCCC(C(F)(F)F)(F)F. Cell line: HT29. Synergy scores: CSS=-10.9, Synergy_ZIP=0.507, Synergy_Bliss=-7.17, Synergy_Loewe=-31.7, Synergy_HSA=-13.1. (2) Drug 1: C1=C(C(=O)NC(=O)N1)F. Drug 2: C1CC(=O)NC(=O)C1N2C(=O)C3=CC=CC=C3C2=O. Cell line: COLO 205. Synergy scores: CSS=54.7, Synergy_ZIP=-6.07, Synergy_Bliss=-14.0, Synergy_Loewe=-15.3, Synergy_HSA=-13.5. (3) Drug 1: CCC(=C(C1=CC=CC=C1)C2=CC=C(C=C2)OCCN(C)C)C3=CC=CC=C3.C(C(=O)O)C(CC(=O)O)(C(=O)O)O. Drug 2: CN1C2=C(C=C(C=C2)N(CCCl)CCCl)N=C1CCCC(=O)O.Cl. Cell line: A498. Synergy scores: CSS=0.0775, Synergy_ZIP=-1.51, Synergy_Bliss=-0.162, Synergy_Loewe=-4.49, Synergy_HSA=-3.24. (4) Drug 1: C1=NC2=C(N1)C(=S)N=C(N2)N. Drug 2: C(CCl)NC(=O)N(CCCl)N=O. Cell line: T-47D. Synergy scores: CSS=5.94, Synergy_ZIP=-5.88, Synergy_Bliss=-0.486, Synergy_Loewe=-9.31, Synergy_HSA=-3.29.